From a dataset of Retrosynthesis with 50K atom-mapped reactions and 10 reaction types from USPTO. Predict the reactants needed to synthesize the given product. (1) The reactants are: C#CC(OCC)(OCC)OCC.CS(=O)(=O)c1cncc(Br)c1. Given the product CCOC(C#Cc1cncc(S(C)(=O)=O)c1)(OCC)OCC, predict the reactants needed to synthesize it. (2) Given the product O=C(O)C(F)(F)F, predict the reactants needed to synthesize it. The reactants are: CCC[C@@H](NC(=O)OC(C)(C)C)C(=O)N1CC(F)C1. (3) Given the product CS(=O)(=O)OCc1ccc(C2=NCC(c3cc(Cl)cc(Cl)c3)(C(F)(F)F)C2)c2ccccc12, predict the reactants needed to synthesize it. The reactants are: CS(=O)(=O)Cl.OCc1ccc(C2=NCC(c3cc(Cl)cc(Cl)c3)(C(F)(F)F)C2)c2ccccc12. (4) Given the product CC(C)(C)OC(=O)CCc1ccc(O[Si](c2ccccc2)(c2ccccc2)C(C)(C)C)cc1COC(=O)NC1CCCCC1, predict the reactants needed to synthesize it. The reactants are: CC(C)(C)OC(=O)CCc1ccc(O[Si](c2ccccc2)(c2ccccc2)C(C)(C)C)cc1CO.O=C=NC1CCCCC1. (5) Given the product CCOC(=O)c1ccc(Br)c(O)c1, predict the reactants needed to synthesize it. The reactants are: CCO.O=C(O)c1ccc(Br)c(O)c1. (6) Given the product C[C@@H](C(=O)N[C@H](C(=O)N1C[C@@H](N)C[C@H]1C(=O)N[C@@H]1CCCc2ccccc21)C(C)(C)C)N(C)C(=O)OC(C)(C)C, predict the reactants needed to synthesize it. The reactants are: C[C@@H](C(=O)N[C@H](C(=O)N1C[C@@H](NC(=O)OCC2c3ccccc3-c3ccccc32)C[C@H]1C(=O)N[C@@H]1CCCc2ccccc21)C(C)(C)C)N(C)C(=O)OC(C)(C)C. (7) Given the product COC(=O)c1cc(Br)ccc1NC(=O)COc1cccc(-c2ccoc2)c1, predict the reactants needed to synthesize it. The reactants are: COC(=O)c1cc(Br)ccc1N.O=C(O)COc1cccc(-c2ccoc2)c1. (8) Given the product Cc1cc(Nc2ncc(Cl)c(Nc3ccccc3S(=O)(=O)C(F)F)n2)c(OC(C)C)cc1C1CCN(C(=O)[C@@H]2CCCN2)CC1, predict the reactants needed to synthesize it. The reactants are: Cc1cc(Nc2ncc(Cl)c(Nc3ccccc3S(=O)(=O)C(F)F)n2)c(OC(C)C)cc1C1CCNCC1.O=C(Cl)[C@@H]1CCCN1. (9) Given the product CCOC(=O)c1cc(-c2ccc(C)cn2)n(-c2ccc(C)nc2)n1, predict the reactants needed to synthesize it. The reactants are: CCOC(=O)C(=O)CC(=O)c1ccc(C)cn1.Cc1ccc(NN)cn1.